From a dataset of Forward reaction prediction with 1.9M reactions from USPTO patents (1976-2016). Predict the product of the given reaction. (1) The product is: [CH:14]1([N:5]2[C:6]3[C:11](=[CH:10][CH:9]=[C:8]([O:12][CH3:13])[CH:7]=3)[CH2:2][C:3]2=[O:4])[CH2:16][CH2:15]1. Given the reactants Cl[CH2:2][C:3]([N:5]([CH:14]1[CH2:16][CH2:15]1)[C:6]1[CH:11]=[CH:10][CH:9]=[C:8]([O:12][CH3:13])[CH:7]=1)=[O:4].CCN(CC)CC.C1(C2C=CC=CC=2)C=CC=CC=1P(C(C)(C)C)C(C)(C)C, predict the reaction product. (2) The product is: [Br:50][C:51]1[N:52]=[C:53]([N:87]([CH2:86][C:85]2[CH:96]=[C:97]([CH2:99][CH3:100])[CH:98]=[C:83]([O:82][Si:75]([C:78]([CH3:81])([CH3:80])[CH3:79])([CH3:77])[CH3:76])[C:84]=2[F:101])[C:88]2[CH:89]=[CH:90][C:91]([C:92]#[N:93])=[CH:94][CH:95]=2)[N:54]([C:56]([C:63]2[CH:64]=[CH:65][CH:66]=[CH:67][CH:68]=2)([C:57]2[CH:58]=[CH:59][CH:60]=[CH:61][CH:62]=2)[C:69]2[CH:74]=[CH:73][CH:72]=[CH:71][CH:70]=2)[CH:55]=1. Given the reactants BrC1N=C(N(CC2C=C(OCC)C=C(OC(C)C)C=2F)C2C=CC(C#N)=CC=2)N(C(C2C=CC=CC=2)(C2C=CC=CC=2)C2C=CC=CC=2)C=1.[Br:50][C:51]1[N:52]=[CH:53][N:54]([C:56]([C:69]2[CH:74]=[CH:73][CH:72]=[CH:71][CH:70]=2)([C:63]2[CH:68]=[CH:67][CH:66]=[CH:65][CH:64]=2)[C:57]2[CH:62]=[CH:61][CH:60]=[CH:59][CH:58]=2)[CH:55]=1.[Si:75]([O:82][C:83]1[C:84]([F:101])=[C:85]([CH:96]=[C:97]([CH2:99][CH3:100])[CH:98]=1)/[CH:86]=[N:87]/[C:88]1[CH:95]=[CH:94][C:91]([C:92]#[N:93])=[CH:90][CH:89]=1)([C:78]([CH3:81])([CH3:80])[CH3:79])([CH3:77])[CH3:76], predict the reaction product. (3) Given the reactants [F:1][C:2]1[CH:10]=[C:9](F)[C:8]([F:12])=[CH:7][C:3]=1[C:4]([OH:6])=O.ClC(N(C)C)=C(C)C.C(N(CC)CC)C.Cl.[NH:29]1[CH2:32][CH2:31][CH2:30]1.[OH:33][C:34]1[CH:35]=[C:36]([CH:46]=[C:47]([O:49][C@@H:50]([CH3:53])[CH2:51][OH:52])[CH:48]=1)[C:37]([NH:39][C:40]1[CH:44]=[CH:43][N:42]([CH3:45])[N:41]=1)=[O:38].C(=O)([O-])[O-].[K+].[K+], predict the reaction product. The product is: [N:29]1([C:4]([C:3]2[C:2]([F:1])=[CH:10][C:9]([O:33][C:34]3[CH:35]=[C:36]([CH:46]=[C:47]([O:49][C@@H:50]([CH3:53])[CH2:51][OH:52])[CH:48]=3)[C:37]([NH:39][C:40]3[CH:44]=[CH:43][N:42]([CH3:45])[N:41]=3)=[O:38])=[C:8]([F:12])[CH:7]=2)=[O:6])[CH2:32][CH2:31][CH2:30]1. (4) Given the reactants [C:1]([C:3]1[CH:8]=[CH:7][C:6]([C:9](=[O:11])[CH3:10])=[CH:5][CH:4]=1)#[CH:2].C1C(=O)N([Br:19])C(=O)C1, predict the reaction product. The product is: [Br:19][C:2]#[C:1][C:3]1[CH:8]=[CH:7][C:6]([C:9](=[O:11])[CH3:10])=[CH:5][CH:4]=1. (5) Given the reactants Cl[C:2]1[C:11]2[C:6](=[CH:7][CH:8]=[CH:9][N:10]=2)[N:5]=[CH:4][C:3]=1[N+:12]([O-:14])=[O:13].C(N(CC)CC)C.[NH2:22][CH2:23][C:24]1([OH:30])[CH2:29][CH2:28][O:27][CH2:26][CH2:25]1, predict the reaction product. The product is: [N+:12]([C:3]1[CH:4]=[N:5][C:6]2[C:11]([C:2]=1[NH:22][CH2:23][C:24]1([OH:30])[CH2:29][CH2:28][O:27][CH2:26][CH2:25]1)=[N:10][CH:9]=[CH:8][CH:7]=2)([O-:14])=[O:13].